Dataset: Forward reaction prediction with 1.9M reactions from USPTO patents (1976-2016). Task: Predict the product of the given reaction. (1) The product is: [ClH:1].[CH:20]1([C:23]2[C:28]([C:29]3[CH:34]=[CH:33][C:32]([F:35])=[CH:31][CH:30]=3)=[C:27]([F:36])[C:26]([O:37][CH:38]([CH3:39])[CH3:40])=[C:25]([CH2:41][N:16]3[CH2:15][CH2:14][CH:13]([N:5]4[CH:6]=[CH:7][C:8]([C:9]([O:11][CH3:12])=[O:10])=[C:3]([CH3:2])[C:4]4=[O:19])[CH2:18][CH2:17]3)[CH:24]=2)[CH2:22][CH2:21]1. Given the reactants [ClH:1].[CH3:2][C:3]1[C:4](=[O:19])[N:5]([CH:13]2[CH2:18][CH2:17][NH:16][CH2:15][CH2:14]2)[CH:6]=[CH:7][C:8]=1[C:9]([O:11][CH3:12])=[O:10].[CH:20]1([C:23]2[C:28]([C:29]3[CH:34]=[CH:33][C:32]([F:35])=[CH:31][CH:30]=3)=[C:27]([F:36])[C:26]([O:37][CH:38]([CH3:40])[CH3:39])=[C:25]([CH:41]=O)[CH:24]=2)[CH2:22][CH2:21]1.[Na].C(=O)([O-])O.[Na+], predict the reaction product. (2) Given the reactants F[C:2]1[C:3]([CH3:23])=[N:4][C:5]2[C:10]([N:11]=1)=[C:9]([C:12]1[NH:20][C:19]3[CH:18]([CH3:21])[CH2:17][NH:16][C:15](=[O:22])[C:14]=3[CH:13]=1)[CH:8]=[CH:7][CH:6]=2.[CH:24]([NH2:27])([CH3:26])[CH3:25], predict the reaction product. The product is: [CH:24]([NH:27][C:2]1[C:3]([CH3:23])=[N:4][C:5]2[C:10]([N:11]=1)=[C:9]([C:12]1[NH:20][C:19]3[CH:18]([CH3:21])[CH2:17][NH:16][C:15](=[O:22])[C:14]=3[CH:13]=1)[CH:8]=[CH:7][CH:6]=2)([CH3:26])[CH3:25]. (3) Given the reactants F[C:2]1[CH:3]=[C:4]2[C:9](=[CH:10][C:11]=1[N+:12]([O-:14])=[O:13])[NH:8][C:7](=[O:15])[N:6]([NH:16][S:17]([CH3:20])(=[O:19])=[O:18])[C:5]2=[O:21].[NH:22]1[CH:26]=[C:25]([CH2:27][C:28]([N:30]2[CH2:35][CH2:34][O:33][CH2:32][CH2:31]2)=[O:29])[N:24]=[CH:23]1, predict the reaction product. The product is: [N:30]1([C:28](=[O:29])[CH2:27][C:25]2[N:24]=[CH:23][N:22]([C:2]3[CH:3]=[C:4]4[C:9](=[CH:10][C:11]=3[N+:12]([O-:14])=[O:13])[NH:8][C:7](=[O:15])[N:6]([NH:16][S:17]([CH3:20])(=[O:19])=[O:18])[C:5]4=[O:21])[CH:26]=2)[CH2:31][CH2:32][O:33][CH2:34][CH2:35]1. (4) Given the reactants [CH3:1][O:2][C:3]([N:5]1[CH2:10][CH2:9][CH:8]([C:11]2[C:12]3[CH:23]=[CH:22][C:21]([C:24]([F:27])([F:26])[F:25])=[CH:20][C:13]=3[S:14][C:15]=2[C:16]([O:18]C)=[O:17])[CH2:7][CH2:6]1)=[O:4].[OH-].[Na+], predict the reaction product. The product is: [CH3:1][O:2][C:3]([N:5]1[CH2:6][CH2:7][CH:8]([C:11]2[C:12]3[CH:23]=[CH:22][C:21]([C:24]([F:27])([F:25])[F:26])=[CH:20][C:13]=3[S:14][C:15]=2[C:16]([OH:18])=[O:17])[CH2:9][CH2:10]1)=[O:4].